This data is from Full USPTO retrosynthesis dataset with 1.9M reactions from patents (1976-2016). The task is: Predict the reactants needed to synthesize the given product. (1) Given the product [CH:23]([O:24][C:13]1[N:12]2[C:18]([NH:19][C:20]3[CH:29]=[CH:28][C:23]4[O:24][CH2:25][CH2:26][O:27][C:22]=4[CH:21]=3)=[C:9]([C:3]3[C:4]([F:8])=[CH:5][CH:6]=[CH:7][C:2]=3[Cl:1])[N:10]=[C:11]2[CH:16]=[CH:15][CH:14]=1)([CH2:22][CH3:21])[CH3:28], predict the reactants needed to synthesize it. The reactants are: [Cl:1][C:2]1[CH:7]=[CH:6][CH:5]=[C:4]([F:8])[C:3]=1[C:9]1[N:10]=[C:11]2[CH:16]=[CH:15][CH:14]=[C:13](F)[N:12]2[C:18]=1[NH:19][C:20]1[CH:29]=[CH:28][C:23]2[O:24][CH2:25][CH2:26][O:27][C:22]=2[CH:21]=1. (2) Given the product [CH3:17][O:16][C:5](=[O:15])[C:6]1[C:13]([CH3:14])=[CH:12][C:10]([O:11][CH2:2][CH2:3][CH3:4])=[CH:9][C:7]=1[OH:8], predict the reactants needed to synthesize it. The reactants are: I[CH2:2][CH2:3][CH3:4].[C:5]([O:16][CH3:17])(=[O:15])[C:6]1[C:7](=[CH:9][C:10](=[CH:12][C:13]=1[CH3:14])[OH:11])[OH:8].C(=O)(O)[O-].[Na+]. (3) Given the product [NH2:24][C:25]1[N:30]([CH3:31])[C:29](=[O:32])[C:28]([CH3:34])([CH3:33])[C@:27]([C:36]2[CH:41]=[C:40]([NH:54][C:51]3[CH:52]=[N:53][C:48]([O:47][CH2:46][C:45]([F:44])([F:55])[F:56])=[CH:49][CH:50]=3)[CH:39]=[CH:38][C:37]=2[F:43])([CH3:35])[N:26]=1, predict the reactants needed to synthesize it. The reactants are: COC1C=CC(C([NH:24][C:25]2[N:30]([CH3:31])[C:29](=[O:32])[C:28]([CH3:34])([CH3:33])[C@:27]([C:36]3[CH:41]=[C:40](Br)[CH:39]=[CH:38][C:37]=3[F:43])([CH3:35])[N:26]=2)(C2C=CC(OC)=CC=2)C2C=CC=CC=2)=CC=1.[F:44][C:45]([F:56])([F:55])[CH2:46][O:47][C:48]1[N:53]=[CH:52][C:51]([NH2:54])=[CH:50][CH:49]=1. (4) Given the product [Br:1][C:15]1[C:14]([C:22]2[CH:27]=[CH:26][C:25]([F:28])=[CH:24][CH:23]=2)=[C:13]([F:12])[C:18]([OH:19])=[C:17]([CH:20]=[O:21])[CH:16]=1, predict the reactants needed to synthesize it. The reactants are: [Br:1]N1C(=O)NC(=O)N(Br)C1=O.[F:12][C:13]1[C:18]([OH:19])=[C:17]([CH:20]=[O:21])[CH:16]=[CH:15][C:14]=1[C:22]1[CH:27]=[CH:26][C:25]([F:28])=[CH:24][CH:23]=1.S([O-])([O-])(=O)=S.[Na+].[Na+]. (5) Given the product [CH3:13][O:12][CH2:11][CH:9]1[CH2:8][C:7]2[C:2]([C:19]3[CH:20]=[CH:21][N:16]=[CH:17][CH:18]=3)=[C:3]([CH3:15])[CH:4]=[C:5]([NH2:14])[C:6]=2[O:10]1, predict the reactants needed to synthesize it. The reactants are: Br[C:2]1[C:7]2[CH2:8][CH:9]([CH2:11][O:12][CH3:13])[O:10][C:6]=2[C:5]([NH2:14])=[CH:4][C:3]=1[CH3:15].[N:16]1[CH:21]=[CH:20][C:19](B(O)O)=[CH:18][CH:17]=1.C([O-])([O-])=O.[Cs+].[Cs+].O. (6) Given the product [CH2:1]([O:3][C:4](=[O:26])[C:5]([OH:25])([C:21]([F:23])([F:22])[F:24])[CH2:6][C:7]([C:10]1[C:11]2[O:20][CH2:18][CH2:17][C:12]=2[CH:13]=[C:14]([F:16])[CH:15]=1)([CH3:9])[CH3:8])[CH3:2], predict the reactants needed to synthesize it. The reactants are: [CH2:1]([O:3][C:4](=[O:26])[C:5]([OH:25])([C:21]([F:24])([F:23])[F:22])[CH2:6][C:7]([C:10]1[CH:15]=[C:14]([F:16])[CH:13]=[C:12]([CH2:17][CH2:18]O)[C:11]=1[OH:20])([CH3:9])[CH3:8])[CH3:2].C1(P(C2C=CC=CC=2)C2C=CC=CC=2)C=CC=CC=1.C(N(CC)CC)C.C(Cl)(Cl)(Cl)Cl.